From a dataset of Full USPTO retrosynthesis dataset with 1.9M reactions from patents (1976-2016). Predict the reactants needed to synthesize the given product. (1) The reactants are: Br[C:2]1[C:3]([CH3:12])=[N:4][C:5]([N+:9]([O-:11])=[O:10])=[CH:6][C:7]=1[CH3:8].[Cl:13][C:14]1[CH:19]=[C:18]([OH:20])[CH:17]=[CH:16][N:15]=1.C([O-])([O-])=O.[K+].[K+].O. Given the product [Cl:13][C:14]1[CH:19]=[C:18]([O:20][C:2]2[C:3]([CH3:12])=[N:4][C:5]([N+:9]([O-:11])=[O:10])=[CH:6][C:7]=2[CH3:8])[CH:17]=[CH:16][N:15]=1, predict the reactants needed to synthesize it. (2) Given the product [Cl:8][C:6]1[CH:5]=[C:4]([CH:9]2[CH2:11][CH2:10]2)[N:3]=[C:2]([C:17]2[CH:16]=[CH:15][CH:14]=[C:13]([Cl:12])[CH:18]=2)[CH:7]=1, predict the reactants needed to synthesize it. The reactants are: Cl[C:2]1[CH:7]=[C:6]([Cl:8])[CH:5]=[C:4]([CH:9]2[CH2:11][CH2:10]2)[N:3]=1.[Cl:12][C:13]1[CH:14]=[C:15](B(O)O)[CH:16]=[CH:17][CH:18]=1.C([O-])([O-])=O.[Cs+].[Cs+].C1(C)C=CC=CC=1. (3) The reactants are: Cl[C:2]1[CH:7]=[CH:6][N:5]=[C:4]2[CH:8]=[C:9]([C:11]([N:13]3[CH2:17][C@H:16]([O:18][CH3:19])[C@H:15]([O:20][CH3:21])[CH2:14]3)=[O:12])[S:10][C:3]=12.[CH3:22][NH:23][C:24]([C:26]1[C:34]2[C:29](=[CH:30][C:31]([OH:35])=[CH:32][CH:33]=2)[N:28]([CH3:36])[C:27]=1[CH3:37])=[O:25].C([O-])([O-])=O.[Cs+].[Cs+]. Given the product [CH3:22][NH:23][C:24]([C:26]1[C:34]2[C:29](=[CH:30][C:31]([O:35][C:2]3[CH:7]=[CH:6][N:5]=[C:4]4[CH:8]=[C:9]([C:11]([N:13]5[CH2:17][CH:16]([O:18][CH3:19])[CH:15]([O:20][CH3:21])[CH2:14]5)=[O:12])[S:10][C:3]=34)=[CH:32][CH:33]=2)[N:28]([CH3:36])[C:27]=1[CH3:37])=[O:25], predict the reactants needed to synthesize it. (4) Given the product [NH2:34][C:20]1[C:19]2[N:18]([C:17]([C@@H:25]3[CH2:28][C@H:27]([O:29][CH2:41][C:42]([O:44][C:45]([CH3:48])([CH3:47])[CH3:46])=[O:43])[CH2:26]3)=[N:16][C:15]=2[C:11]2[CH:12]=[CH:13][CH:14]=[C:9]([O:8][CH2:1][C:2]3[CH:7]=[CH:6][CH:5]=[CH:4][CH:3]=3)[CH:10]=2)[CH:23]=[CH:22][N:21]=1, predict the reactants needed to synthesize it. The reactants are: [CH2:1]([O:8][C:9]1[CH:10]=[C:11]([C:15]2[N:16]=[C:17]([C@@H:25]3[CH2:28][C@H:27]([OH:29])[CH2:26]3)[N:18]3[CH:23]=[CH:22][N:21]=[C:20](Cl)[C:19]=23)[CH:12]=[CH:13][CH:14]=1)[C:2]1[CH:7]=[CH:6][CH:5]=[CH:4][CH:3]=1.C[Si]([N-:34][Si](C)(C)C)(C)C.[Na+].Br[CH2:41][C:42]([O:44][C:45]([CH3:48])([CH3:47])[CH3:46])=[O:43]. (5) Given the product [CH:18]([N:15]1[CH2:14][CH2:13][N:12]([C:10]2[N:11]=[C:6]([CH:2]=[O:1])[CH:7]=[CH:8][CH:9]=2)[CH2:17][CH2:16]1)([CH3:20])[CH3:19], predict the reactants needed to synthesize it. The reactants are: [O:1]1CCO[CH:2]1[C:6]1[N:11]=[C:10]([N:12]2[CH2:17][CH2:16][N:15]([CH:18]([CH3:20])[CH3:19])[CH2:14][CH2:13]2)[CH:9]=[CH:8][CH:7]=1.C(O)=O.